The task is: Predict the reactants needed to synthesize the given product.. This data is from Full USPTO retrosynthesis dataset with 1.9M reactions from patents (1976-2016). (1) Given the product [CH3:19][O:20][C:21](=[O:33])[CH2:22][C@H:23]1[C:27]2[CH:28]=[CH:29][C:30]([O:18][C@H:13]3[C:14]4[C:10](=[C:9]([C:2]([F:8])([F:1])[C:3]([O:6][CH3:7])([CH3:4])[CH3:5])[CH:17]=[CH:16][CH:15]=4)[CH2:11][CH2:12]3)=[CH:31][C:26]=2[O:25][CH2:24]1, predict the reactants needed to synthesize it. The reactants are: [F:1][C:2]([C:9]1[CH:17]=[CH:16][CH:15]=[C:14]2[C:10]=1[CH2:11][CH2:12][C@@H:13]2[OH:18])([F:8])[C:3]([O:6][CH3:7])([CH3:5])[CH3:4].[CH3:19][O:20][C:21](=[O:33])[CH2:22][C@H:23]1[C:27]2[CH:28]=[CH:29][C:30](O)=[CH:31][C:26]=2[O:25][CH2:24]1. (2) Given the product [CH3:18][C:19]1([CH3:26])[CH2:22][CH:21]([C:23]([C:2]2[CH:12]=[CH:11][C:5]([C:6]([O:8][CH2:9][CH3:10])=[O:7])=[CH:4][CH:3]=2)=[O:24])[CH2:20]1, predict the reactants needed to synthesize it. The reactants are: I[C:2]1[CH:12]=[CH:11][C:5]([C:6]([O:8][CH2:9][CH3:10])=[O:7])=[CH:4][CH:3]=1.C([Mg]Cl)(C)C.[CH3:18][C:19]1([CH3:26])[CH2:22][CH:21]([C:23](Cl)=[O:24])[CH2:20]1. (3) Given the product [Cl:1][C:2]1[CH:6]=[C:5]([Cl:7])[N:4]([CH2:8][C:9]([N:31]2[CH2:32][CH2:33][CH:28]([C:25]3[S:26][CH:27]=[C:23]([C:21]([N:20]([CH3:19])[C@H:34]4[C:43]5[C:38](=[CH:39][CH:40]=[CH:41][CH:42]=5)[CH2:37][CH2:36][CH2:35]4)=[O:22])[N:24]=3)[CH2:29][CH2:30]2)=[O:11])[N:3]=1, predict the reactants needed to synthesize it. The reactants are: [Cl:1][C:2]1[CH:6]=[C:5]([Cl:7])[N:4]([CH2:8][C:9]([OH:11])=O)[N:3]=1.C(Cl)(=O)C(Cl)=O.Cl.[CH3:19][N:20]([C@H:34]1[C:43]2[C:38](=[CH:39][CH:40]=[CH:41][CH:42]=2)[CH2:37][CH2:36][CH2:35]1)[C:21]([C:23]1[N:24]=[C:25]([CH:28]2[CH2:33][CH2:32][NH:31][CH2:30][CH2:29]2)[S:26][CH:27]=1)=[O:22].C(N(CC)CC)C.C(=O)([O-])[O-].[K+].[K+].